This data is from Forward reaction prediction with 1.9M reactions from USPTO patents (1976-2016). The task is: Predict the product of the given reaction. (1) Given the reactants [NH2:1][N:2]1[C:11]2[C:6](=[CH:7][CH:8]=[CH:9][CH:10]=2)[C:5]([OH:12])=[CH:4][C:3]1=[O:13].[CH2:14]1[CH:16]([CH:17](O)C#N)[CH2:15]1.C([BH3-])#N.[Na+].C(=O)(O)[O-].[Na+], predict the reaction product. The product is: [CH:16]1([CH2:17][NH:1][N:2]2[C:11]3[C:6](=[CH:7][CH:8]=[CH:9][CH:10]=3)[C:5]([OH:12])=[CH:4][C:3]2=[O:13])[CH2:14][CH2:15]1. (2) The product is: [CH3:1][N:2]([CH3:15])[C:3](=[O:14])[CH2:4][C:5]1[CH:10]=[C:9]([CH2:11][CH3:12])[CH:8]=[CH:7][C:6]=1[NH:19][C:18]1[CH:21]=[CH:22][C:23]([CH3:29])=[C:24]([C:25]([F:28])([F:27])[F:26])[C:17]=1[F:16]. Given the reactants [CH3:1][N:2]([CH3:15])[C:3](=[O:14])[CH2:4][C:5]1[CH:10]=[C:9]([CH2:11][CH3:12])[CH:8]=[CH:7][C:6]=1I.[F:16][C:17]1[C:24]([C:25]([F:28])([F:27])[F:26])=[CH:23][CH:22]=[CH:21][C:18]=1[NH:19]C.[C:29]([O-])([O-])=O.[K+].[K+], predict the reaction product. (3) Given the reactants [CH:1]1([CH2:5][NH:6][C:7]([C:9]2[N:14]=[C:13]([O:15][CH2:16][C:17]([OH:19])=O)[CH:12]=[CH:11][C:10]=2[NH:20][C:21]([C:23]2[C:32]3[C:27](=[CH:28][CH:29]=[CH:30][CH:31]=3)[C:26]([CH2:33][N:34]3[CH:38]=[CH:37][N:36]=[N:35]3)=[CH:25][CH:24]=2)=[O:22])=[O:8])[CH2:4][CH2:3][CH2:2]1.[CH2:39]([NH2:46])[C:40]1[CH:45]=[CH:44][CH:43]=[CH:42][CH:41]=1, predict the reaction product. The product is: [CH:1]1([CH2:5][NH:6][C:7]([C:9]2[C:10]([NH:20][C:21]([C:23]3[C:32]4[C:27](=[CH:28][CH:29]=[CH:30][CH:31]=4)[C:26]([CH2:33][N:34]4[CH:38]=[CH:37][N:36]=[N:35]4)=[CH:25][CH:24]=3)=[O:22])=[CH:11][CH:12]=[C:13]([O:15][CH2:16][C:17](=[O:19])[NH:46][CH2:39][C:40]3[CH:45]=[CH:44][CH:43]=[CH:42][CH:41]=3)[N:14]=2)=[O:8])[CH2:4][CH2:3][CH2:2]1. (4) Given the reactants Cl[CH2:2][CH2:3][C:4]1[C:9](=[O:10])[N:8]2[CH2:11][CH2:12][CH2:13][CH:14]([O:15]C(=O)C)[C:7]2=[N:6][C:5]=1[CH3:19].[F:20][C:21]1[CH:35]=[CH:34][C:24]2[C:25]([CH:28]3[CH2:33][CH2:32][NH:31][CH2:30][CH2:29]3)=[N:26][O:27][C:23]=2[CH:22]=1, predict the reaction product. The product is: [F:20][C:21]1[CH:35]=[CH:34][C:24]2[C:25]([CH:28]3[CH2:29][CH2:30][N:31]([CH2:2][CH2:3][C:4]4[C:9](=[O:10])[N:8]5[CH2:11][CH2:12][CH2:13][CH:14]([OH:15])[C:7]5=[N:6][C:5]=4[CH3:19])[CH2:32][CH2:33]3)=[N:26][O:27][C:23]=2[CH:22]=1. (5) Given the reactants C(OC([N:8]1[CH2:14][CH2:13][C:12]2[CH:15]=[CH:16][C:17]([NH:19][C:20]3[N:39]=[C:23]4[C:24]([C:28]5[CH:33]=[C:32]([C:34]([F:37])([F:36])[F:35])[CH:31]=[CH:30][C:29]=5[Cl:38])=[CH:25][CH:26]=[CH:27][N:22]4[N:21]=3)=[CH:18][C:11]=2[CH2:10][CH2:9]1)=O)(C)(C)C.FC(F)(F)C(O)=O, predict the reaction product. The product is: [Cl:38][C:29]1[CH:30]=[CH:31][C:32]([C:34]([F:37])([F:35])[F:36])=[CH:33][C:28]=1[C:24]1[C:23]2[N:22]([N:21]=[C:20]([NH:19][C:17]3[CH:16]=[CH:15][C:12]4[CH2:13][CH2:14][NH:8][CH2:9][CH2:10][C:11]=4[CH:18]=3)[N:39]=2)[CH:27]=[CH:26][CH:25]=1. (6) Given the reactants O.C(=O)([O-])[O-].[Na+].[Na+].I[C:9]1[N:13]([CH2:14][CH:15]([CH3:17])[CH3:16])[C:12]([CH2:18][CH2:19][CH3:20])=[N:11][C:10]=1[C:21]#[N:22].Cl.[NH2:24][C:25]1[CH:30]=[CH:29][CH:28]=[CH:27][C:26]=1B(O)O, predict the reaction product. The product is: [NH2:24][C:25]1[CH:30]=[CH:29][CH:28]=[CH:27][C:26]=1[C:9]1[N:13]([CH2:14][CH:15]([CH3:17])[CH3:16])[C:12]([CH2:18][CH2:19][CH3:20])=[N:11][C:10]=1[C:21]#[N:22]. (7) Given the reactants Br[C:2]1[N:6]2[CH:7]=[N:8][C:9]3[NH:13][CH:12]=[CH:11][C:10]=3[C:5]2=[N:4][CH:3]=1.CC1(C)C(C)(C)OB([C:22]2[CH:27]=[CH:26][C:25]([C:28]([OH:31])([CH3:30])[CH3:29])=[CH:24][CH:23]=2)O1.C([O-])([O-])=O.[Cs+].[Cs+], predict the reaction product. The product is: [N:4]1[CH:3]=[C:2]([C:22]2[CH:27]=[CH:26][C:25]([C:28]([OH:31])([CH3:30])[CH3:29])=[CH:24][CH:23]=2)[N:6]2[C:5]=1[C:10]1[CH:11]=[CH:12][NH:13][C:9]=1[N:8]=[CH:7]2.